From a dataset of Catalyst prediction with 721,799 reactions and 888 catalyst types from USPTO. Predict which catalyst facilitates the given reaction. Reactant: C(O[C:9]([N:11]1[CH2:16][CH2:15][N:14]([C:17]([O:19][CH2:20][C:21]2[CH:26]=[CH:25][CH:24]=[CH:23][CH:22]=2)=[O:18])[CH2:13][CH:12]1[C:27]([OH:29])=O)=[O:10])C1C=CC=CC=1.B.C1COCC1.C([O-])([O-])=O.[K+].[K+]. Product: [O:10]=[C:9]1[N:11]2[CH2:16][CH2:15][N:14]([C:17]([O:19][CH2:20][C:21]3[CH:22]=[CH:23][CH:24]=[CH:25][CH:26]=3)=[O:18])[CH2:13][CH:12]2[CH2:27][O:29]1. The catalyst class is: 1.